Dataset: Reaction yield outcomes from USPTO patents with 853,638 reactions. Task: Predict the reaction yield, written as a fraction of the theoretical maximum amount of product (1.0 means a 100% yield; for example, 0.34 means a 34% yield). (1) The reactants are [OH:1][CH2:2][C:3]1[CH:4]=[C:5]([CH:10]=[CH:11][C:12]=1[O:13][CH:14]([CH3:16])[CH3:15])[C:6]([O:8]C)=[O:7].[OH-].[Na+]. The catalyst is O1CCOCC1. The product is [OH:1][CH2:2][C:3]1[CH:4]=[C:5]([CH:10]=[CH:11][C:12]=1[O:13][CH:14]([CH3:16])[CH3:15])[C:6]([OH:8])=[O:7]. The yield is 0.890. (2) The reactants are Cl[C:2]1[N:7]=[C:6]([CH:8]([CH:11]2[N:15]([CH2:16][CH3:17])[C:14]3[CH:18]=[CH:19][CH:20]=[CH:21][C:13]=3[NH:12]2)[C:9]#[N:10])[CH:5]=[CH:4][N:3]=1.[CH3:22][NH2:23]. No catalyst specified. The product is [CH2:16]([N:15]1[C:14]2[CH:18]=[CH:19][CH:20]=[CH:21][C:13]=2[N:12]=[C:11]1[CH:8]([C:6]1[CH:5]=[CH:4][N:3]=[C:2]([NH:23][CH3:22])[N:7]=1)[C:9]#[N:10])[CH3:17]. The yield is 0.780. (3) The reactants are [NH2:1][C:2]1[C:3]([F:32])=[CH:4][C:5]([Cl:31])=[C:6]([C:8]2[C:9](=[O:30])[N:10]([CH2:28][CH3:29])[C:11]3[C:16]([CH:17]=2)=[CH:15][N:14]=[C:13]([NH:18][CH2:19][CH2:20][CH2:21][N:22]2[CH2:27][CH2:26][O:25][CH2:24][CH2:23]2)[CH:12]=3)[CH:7]=1.[C:33]1([N:39]=[C:40]=[O:41])[CH:38]=[CH:37][CH:36]=[CH:35][CH:34]=1. The catalyst is N1C=CC=CC=1. The product is [Cl:31][C:5]1[C:6]([C:8]2[C:9](=[O:30])[N:10]([CH2:28][CH3:29])[C:11]3[C:16]([CH:17]=2)=[CH:15][N:14]=[C:13]([NH:18][CH2:19][CH2:20][CH2:21][N:22]2[CH2:23][CH2:24][O:25][CH2:26][CH2:27]2)[CH:12]=3)=[CH:7][C:2]([NH:1][C:40]([NH:39][C:33]2[CH:38]=[CH:37][CH:36]=[CH:35][CH:34]=2)=[O:41])=[C:3]([F:32])[CH:4]=1. The yield is 0.610. (4) The reactants are [Cl:1][C:2]1[CH:10]=[C:9]([C:11]#[C:12][CH2:13][CH2:14][O:15][CH3:16])[C:5]2[O:6][CH2:7][O:8][C:4]=2[C:3]=1[NH:17][C:18]1[C:27]2[C:22](=[CH:23][C:24]([O:30][CH2:31][CH2:32][CH2:33]Cl)=[C:25]([O:28][CH3:29])[CH:26]=2)[N:21]=[CH:20][N:19]=1.[CH3:35][O:36][CH:37]1[CH2:42][CH2:41][NH:40][CH2:39][CH2:38]1. The catalyst is COCCO. The product is [Cl:1][C:2]1[CH:10]=[C:9]([C:11]#[C:12][CH2:13][CH2:14][O:15][CH3:16])[C:5]2[O:6][CH2:7][O:8][C:4]=2[C:3]=1[NH:17][C:18]1[C:27]2[C:22](=[CH:23][C:24]([O:30][CH2:31][CH2:32][CH2:33][N:40]3[CH2:41][CH2:42][CH:37]([O:36][CH3:35])[CH2:38][CH2:39]3)=[C:25]([O:28][CH3:29])[CH:26]=2)[N:21]=[CH:20][N:19]=1. The yield is 0.800. (5) The reactants are [CH2:1]([O:3][C:4](=[O:25])[CH2:5][N:6]([CH2:19][C:20]([O:22][CH2:23][CH3:24])=[O:21])[C:7]1[CH:15]=[C:14]2[C:10]([C:11]([CH2:16][CH3:17])=[N:12][NH:13]2)=[CH:9][C:8]=1[CH3:18])[CH3:2].F[B-](F)(F)F.[CH3:31][O+](C)C. No catalyst specified. The product is [CH2:1]([O:3][C:4](=[O:25])[CH2:5][N:6]([CH2:19][C:20]([O:22][CH2:23][CH3:24])=[O:21])[C:7]1[C:8]([CH3:18])=[CH:9][C:10]2[C:14]([CH:15]=1)=[N:13][N:12]([CH3:31])[C:11]=2[CH2:16][CH3:17])[CH3:2]. The yield is 0.330.